Dataset: Forward reaction prediction with 1.9M reactions from USPTO patents (1976-2016). Task: Predict the product of the given reaction. (1) Given the reactants [CH:1]1([N:6]2[C:10](=[O:11])[C:9]3[CH:12]=[CH:13][C:14]([O:16][CH2:17][C:18]4[CH:19]=[C:20](B(O)O)[CH:21]=[CH:22][CH:23]=4)=[CH:15][C:8]=3[S:7]2)[CH2:5][CH2:4][CH2:3][CH2:2]1.Br[C:28]1[CH:29]=[C:30]([CH:34]=[C:35]([F:37])[CH:36]=1)[C:31]([OH:33])=[O:32], predict the reaction product. The product is: [CH:1]1([N:6]2[C:10](=[O:11])[C:9]3[CH:12]=[CH:13][C:14]([O:16][CH2:17][C:18]4[CH:19]=[C:20]([C:28]5[CH:36]=[C:35]([F:37])[CH:34]=[C:30]([C:31]([OH:33])=[O:32])[CH:29]=5)[CH:21]=[CH:22][CH:23]=4)=[CH:15][C:8]=3[S:7]2)[CH2:5][CH2:4][CH2:3][CH2:2]1. (2) Given the reactants [CH:1]1([C:7]2[C:15]3[C:10](=[CH:11][C:12]([C:16]([O:18][CH3:19])=[O:17])=[CH:13][CH:14]=3)[NH:9][C:8]=2[C:20]2[CH:25]=[CH:24][CH:23]=[CH:22][C:21]=2[CH2:26][OH:27])[CH2:6][CH2:5][CH2:4][CH2:3][CH2:2]1.N1C(C)=CC=CC=1C.FC(F)(F)S(O[Si:42]([C:45]([CH3:48])([CH3:47])[CH3:46])([CH3:44])[CH3:43])(=O)=O, predict the reaction product. The product is: [Si:42]([O:27][CH2:26][C:21]1[CH:22]=[CH:23][CH:24]=[CH:25][C:20]=1[C:8]1[NH:9][C:10]2[C:15]([C:7]=1[CH:1]1[CH2:6][CH2:5][CH2:4][CH2:3][CH2:2]1)=[CH:14][CH:13]=[C:12]([C:16]([O:18][CH3:19])=[O:17])[CH:11]=2)([C:45]([CH3:48])([CH3:47])[CH3:46])([CH3:44])[CH3:43].